This data is from Catalyst prediction with 721,799 reactions and 888 catalyst types from USPTO. The task is: Predict which catalyst facilitates the given reaction. Reactant: [H-].[Na+].[CH:3]1[C:12]2[C:7](=[CH:8][CH:9]=[CH:10][CH:11]=2)[CH:6]=[CH:5][C:4]=1[OH:13].[F:14][C:15]1[CH:22]=[CH:21][CH:20]=[C:19](F)[C:16]=1[C:17]#[N:18]. Product: [F:14][C:15]1[CH:22]=[CH:21][CH:20]=[C:19]([O:13][C:4]2[CH:5]=[CH:6][C:7]3[C:12](=[CH:11][CH:10]=[CH:9][CH:8]=3)[CH:3]=2)[C:16]=1[C:17]#[N:18]. The catalyst class is: 18.